From a dataset of Full USPTO retrosynthesis dataset with 1.9M reactions from patents (1976-2016). Predict the reactants needed to synthesize the given product. (1) Given the product [CH3:2][O:3][C:4](=[O:8])[C@H:5]([CH3:7])[NH:6][C:21](=[O:22])[C@H:13]([CH2:14][C:15]1[CH:16]=[CH:17][CH:18]=[CH:19][CH:20]=1)[NH:12][C:9](=[O:11])[CH3:10], predict the reactants needed to synthesize it. The reactants are: Cl.[CH3:2][O:3][C:4](=[O:8])[C@H:5]([CH3:7])[NH2:6].[C:9]([NH:12][C@H:13]([C:21](O)=[O:22])[CH2:14][C:15]1[CH:20]=[CH:19][CH:18]=[CH:17][CH:16]=1)(=[O:11])[CH3:10].CN1CCOCC1. (2) Given the product [CH2:1]([N:8]([CH2:22][C:23]1[CH:28]=[CH:27][CH:26]=[CH:25][CH:24]=1)[C@@H:9]1[CH2:10][CH2:11][C:12]2[C:17](=[C:16]([C:30]3[CH:35]=[N:34][C:33]([CH3:36])=[CH:32][CH:31]=3)[CH:15]=[CH:14][CH:13]=2)[CH2:18]1)[C:2]1[CH:7]=[CH:6][CH:5]=[CH:4][CH:3]=1, predict the reactants needed to synthesize it. The reactants are: [CH2:1]([N:8]([CH2:22][C:23]1[CH:28]=[CH:27][CH:26]=[CH:25][CH:24]=1)[C@H:9]1[CH2:18][C:17]2[C:16](B(O)O)=[CH:15][CH:14]=[CH:13][C:12]=2[CH2:11][CH2:10]1)[C:2]1[CH:7]=[CH:6][CH:5]=[CH:4][CH:3]=1.Br[C:30]1[CH:31]=[CH:32][C:33]([CH3:36])=[N:34][CH:35]=1. (3) The reactants are: [H-].[Na+].[CH3:3][CH:4]([C@H:6]1[CH2:10][N:9]([C:11]2[CH:12]=[N:13][C:14]([C:17]([F:20])([F:19])[F:18])=[CH:15][CH:16]=2)[C:8](=[O:21])[NH:7]1)[CH3:5].Br[CH2:23][C:24]([O:26][C:27]([CH3:30])([CH3:29])[CH3:28])=[O:25].C(=O)([O-])O.[Na+]. Given the product [O:21]=[C:8]1[N:9]([C:11]2[CH:12]=[N:13][C:14]([C:17]([F:19])([F:18])[F:20])=[CH:15][CH:16]=2)[CH2:10][C@H:6]([CH:4]([CH3:3])[CH3:5])[N:7]1[CH2:23][C:24]([O:26][C:27]([CH3:30])([CH3:29])[CH3:28])=[O:25], predict the reactants needed to synthesize it. (4) Given the product [OH:20][CH2:19][CH2:18][CH2:17][C:13]1[C:12](=[O:26])[NH:11][N:10]([CH2:9][C:6]2[CH:5]=[CH:4][C:3]([O:2][CH3:1])=[CH:8][CH:7]=2)[C:15](=[O:16])[CH:14]=1, predict the reactants needed to synthesize it. The reactants are: [CH3:1][O:2][C:3]1[CH:8]=[CH:7][C:6]([CH2:9][N:10]2[C:15](=[O:16])[CH:14]=[C:13]([CH2:17][CH2:18][C:19](OCCCC)=[O:20])[C:12](=[O:26])[NH:11]2)=[CH:5][CH:4]=1.[H-].[Al+3].[Li+].[H-].[H-].[H-].C1COCC1.Cl.